From a dataset of Reaction yield outcomes from USPTO patents with 853,638 reactions. Predict the reaction yield, written as a fraction of the theoretical maximum amount of product (1.0 means a 100% yield; for example, 0.34 means a 34% yield). The yield is 0.650. The reactants are Br[C:2]1[CH:10]=[CH:9][C:8](Br)=[C:7]2[C:3]=1[CH:4]=[C:5]([CH3:12])[CH2:6]2.[C:13]1(B(O)O)[C:22]2[C:17](=[CH:18][CH:19]=[CH:20][CH:21]=2)[CH:16]=[CH:15][CH:14]=1.C(=O)([O-])[O-].[K+].[K+]. The product is [C:13]1([C:2]2[CH:10]=[CH:9][C:8]([C:21]3[C:22]4[C:17](=[CH:16][CH:15]=[CH:14][CH:13]=4)[CH:18]=[CH:19][CH:20]=3)=[C:7]3[C:3]=2[CH:4]=[C:5]([CH3:12])[CH2:6]3)[C:22]2[C:17](=[CH:18][CH:19]=[CH:20][CH:21]=2)[CH:16]=[CH:15][CH:14]=1. The catalyst is [Br-].C([N+](CCCC)(CCCC)CCCC)CCC.C([O-])(=O)C.[Pd+2].C([O-])(=O)C.O.